This data is from Forward reaction prediction with 1.9M reactions from USPTO patents (1976-2016). The task is: Predict the product of the given reaction. (1) Given the reactants [CH3:1][N:2]([CH3:7])[CH2:3][CH2:4][CH2:5][NH2:6].[NH2:8][C:9]1[C:14]([C:15]#[N:16])=[CH:13][N:12]=[C:11]([NH:17][C:18]2[CH:23]=[CH:22][C:21]([S:24](F)(=[O:26])=[O:25])=[CH:20][CH:19]=2)[N:10]=1, predict the reaction product. The product is: [NH2:8][C:9]1[C:14]([C:15]#[N:16])=[CH:13][N:12]=[C:11]([NH:17][C:18]2[CH:19]=[CH:20][C:21]([S:24](=[O:26])(=[O:25])[NH:6][CH2:5][CH2:4][CH2:3][N:2]([CH3:7])[CH3:1])=[CH:22][CH:23]=2)[N:10]=1. (2) Given the reactants [C:1]12[CH:24]=[C:22]3[N:23]=[C:19]([CH:20]=[CH:21]3)[CH:18]=[C:16]3[NH:17][C:13]([CH:14]=[CH:15]3)=[CH:12][C:10]3=[N:11][C:7]([CH:8]=[CH:9]3)=[CH:6][C:4]([NH:5]1)=[CH:3][CH:2]=2.[CH:25]([Sn](CCCC)(CCCC)CCCC)=[CH2:26], predict the reaction product. The product is: [CH:25]([C:3]1[CH:2]=[C:1]2[CH:24]=[C:22]3[N:23]=[C:19]([CH:18]=[C:16]4[NH:17][C:13](=[CH:12][C:10]5[CH:9]=[CH:8][C:7](=[CH:6][C:4]=1[NH:5]2)[N:11]=5)[CH:14]=[CH:15]4)[CH:20]=[CH:21]3)=[CH2:26]. (3) Given the reactants [CH3:1][O:2][C@:3]1([C:13]2[CH:18]=[CH:17][CH:16]=[CH:15][CH:14]=2)[CH2:8][CH2:7][CH2:6][CH2:5][C@@H:4]1[CH2:9][N:10]([CH3:12])[CH3:11].[ClH:19], predict the reaction product. The product is: [ClH:19].[CH3:1][O:2][C@:3]1([C:13]2[CH:14]=[CH:15][CH:16]=[CH:17][CH:18]=2)[CH2:8][CH2:7][CH2:6][CH2:5][C@@H:4]1[CH2:9][N:10]([CH3:12])[CH3:11].[ClH:19]. (4) The product is: [CH3:25][C:23]1[N:24]=[C:20]([NH:19][C:17]([N:14]2[C@@H:15]3[CH2:16][N:11]([CH2:10][C@H:9]3[OH:8])[C:12]3[CH:30]=[CH:29][C:28]([C:31]4[CH:36]=[CH:35][CH:34]=[C:33]([C:37]([F:40])([F:39])[F:38])[CH:32]=4)=[N:27][C:13]2=3)=[O:18])[S:21][C:22]=1[CH3:26]. Given the reactants [Si]([O:8][C@H:9]1[C@H:15]2[CH2:16][N:11]([C:12]3[CH:30]=[CH:29][C:28]([C:31]4[CH:36]=[CH:35][CH:34]=[C:33]([C:37]([F:40])([F:39])[F:38])[CH:32]=4)=[N:27][C:13]=3[N:14]2[C:17]([NH:19][C:20]2[S:21][C:22]([CH3:26])=[C:23]([CH3:25])[N:24]=2)=[O:18])[CH2:10]1)(C(C)(C)C)(C)C.CCCC[N+](CCCC)(CCCC)CCCC.[F-].C1COCC1.O.CCOC(C)=O, predict the reaction product. (5) Given the reactants I[C:2]1[CH:10]=[CH:9][C:5]([C:6]([NH2:8])=[O:7])=[CH:4][C:3]=1[N+]([O-])=O, predict the reaction product. The product is: [C:6]([NH2:8])(=[O:7])[C:5]1[CH:9]=[CH:10][CH:2]=[CH:3][CH:4]=1. (6) The product is: [CH3:21][O:22][C:23]1[CH:28]=[CH:27][C:26]([N:1]2[CH:5]=[C:4]([C:6]3[C:7]([C:15]4[CH:16]=[CH:17][CH:18]=[CH:19][CH:20]=4)=[N:8][O:9][C:10]=3[C:11]([F:14])([F:12])[F:13])[N:3]=[CH:2]2)=[CH:25][CH:24]=1. Given the reactants [NH:1]1[CH:5]=[C:4]([C:6]2[C:7]([C:15]3[CH:20]=[CH:19][CH:18]=[CH:17][CH:16]=3)=[N:8][O:9][C:10]=2[C:11]([F:14])([F:13])[F:12])[N:3]=[CH:2]1.[CH3:21][O:22][C:23]1[CH:28]=[CH:27][C:26](B(O)O)=[CH:25][CH:24]=1, predict the reaction product.